Dataset: Full USPTO retrosynthesis dataset with 1.9M reactions from patents (1976-2016). Task: Predict the reactants needed to synthesize the given product. (1) Given the product [F:1][C:2]1[C:7]([F:8])=[CH:6][C:5]([C:9]2[CH:10]=[CH:11][C:12]([O:15][CH2:19][C:20]3[CH:21]=[C:22]([CH:25]=[CH:26][CH:27]=3)[CH:23]=[O:24])=[CH:13][CH:14]=2)=[C:4]([O:16][CH3:17])[CH:3]=1, predict the reactants needed to synthesize it. The reactants are: [F:1][C:2]1[C:7]([F:8])=[CH:6][C:5]([C:9]2[CH:14]=[CH:13][C:12]([OH:15])=[CH:11][CH:10]=2)=[C:4]([O:16][CH3:17])[CH:3]=1.Br[CH2:19][C:20]1[CH:21]=[C:22]([CH:25]=[CH:26][CH:27]=1)[CH:23]=[O:24].C(=O)([O-])[O-].[K+].[K+]. (2) Given the product [NH2:55][CH:56]1[CH2:61][C@@H:60]([C:62]2[CH:63]=[CH:64][CH:65]=[CH:66][CH:67]=2)[O:59][C@@H:58]([C:68]2[CH:77]=[CH:76][C:71]([C:72]([O:74][CH3:75])=[O:73])=[CH:70][C:69]=2[CH3:78])[CH2:57]1.[F:30][C:15]1([F:14])[O:19][C:18]2[CH:20]=[CH:21][C:22]([C:24]3([C:27]([NH:55][C@@H:56]4[CH2:61][C@@H:60]([C:62]5[CH:63]=[CH:64][CH:65]=[CH:66][CH:67]=5)[O:59][C@@H:58]([C:68]5[CH:77]=[CH:76][C:71]([C:72]([O:74][CH3:75])=[O:73])=[CH:70][C:69]=5[CH3:78])[CH2:57]4)=[O:29])[CH2:25][CH2:26]3)=[CH:23][C:17]=2[O:16]1, predict the reactants needed to synthesize it. The reactants are: C(C1C=CC(C(OC)=O)=CC=1C)=O.[F:14][C:15]1([F:30])[O:19][C:18]2[CH:20]=[CH:21][C:22]([C:24]3([C:27]([OH:29])=O)[CH2:26][CH2:25]3)=[CH:23][C:17]=2[O:16]1.F[P-](F)(F)(F)(F)F.CN(C(N(C)C)=[N+]1C2C(=NC=CC=2)[N+]([O-])=N1)C.[NH2:55][CH:56]1[CH2:61][C@@H:60]([C:62]2[CH:67]=[CH:66][CH:65]=[CH:64][CH:63]=2)[O:59][C@@H:58]([C:68]2[CH:77]=[CH:76][C:71]([C:72]([O:74][CH3:75])=[O:73])=[CH:70][C:69]=2[CH3:78])[CH2:57]1.C(N(C(C)C)C(C)C)C. (3) Given the product [C:15]([O:18][C@@H:19]1[C@@H:31]([O:32][C:33](=[O:35])[CH3:34])[C@H:30]([O:36][C:37](=[O:39])[CH3:38])[C@@H:29]([CH2:40][O:41][C:42](=[O:44])[CH3:43])[O:28][C@H:20]1[O:14][CH2:13][C@H:11]1[O:10][N:9]=[C:8]([C:5]2[CH:4]=[CH:3][C:2]([Br:1])=[CH:7][N:6]=2)[CH2:12]1)(=[O:17])[CH3:16], predict the reactants needed to synthesize it. The reactants are: [Br:1][C:2]1[CH:3]=[CH:4][C:5]([C:8]2[CH2:12][C@@H:11]([CH2:13][OH:14])[O:10][N:9]=2)=[N:6][CH:7]=1.[C:15]([O:18][C@@H:19]1[C@@H:31]([O:32][C:33](=[O:35])[CH3:34])[C@H:30]([O:36][C:37](=[O:39])[CH3:38])[C@@H:29]([CH2:40][O:41][C:42](=[O:44])[CH3:43])[O:28][C@@H:20]1OC(=N)C(Cl)(Cl)Cl)(=[O:17])[CH3:16].FC(F)(F)S(O[Si](C)(C)C)(=O)=O. (4) The reactants are: [CH2:1]([O:5][C:6]1[C:11]([F:12])=[C:10](Cl)[N:9]=[CH:8][N:7]=1)[C:2]#[C:3][CH3:4].[CH3:14][CH:15]1[CH2:20][CH:19]([CH3:21])[CH2:18][NH:17][CH2:16]1. Given the product [CH2:1]([O:5][C:6]1[C:11]([F:12])=[C:10]([N:17]2[CH2:18][CH:19]([CH3:21])[CH2:20][CH:15]([CH3:14])[CH2:16]2)[N:9]=[CH:8][N:7]=1)[C:2]#[C:3][CH3:4], predict the reactants needed to synthesize it. (5) Given the product [F:24][C:22]([F:25])([F:23])[C@@H:19]1[CH2:18][CH2:17][C@H:16]([O:15][C:4]2[C:3]([C:2]([F:26])([F:27])[F:1])=[C:12]3[C:7]([CH:8]=[CH:9][C:10]([CH:13]([OH:14])[CH3:29])=[CH:11]3)=[CH:6][CH:5]=2)[CH2:21][CH2:20]1, predict the reactants needed to synthesize it. The reactants are: [F:1][C:2]([F:27])([F:26])[C:3]1[C:4]([O:15][CH:16]2[CH2:21][CH2:20][CH:19]([C:22]([F:25])([F:24])[F:23])[CH2:18][CH2:17]2)=[CH:5][CH:6]=[C:7]2[C:12]=1[CH:11]=[C:10]([CH:13]=[O:14])[CH:9]=[CH:8]2.O1CCC[CH2:29]1.C[Mg]Br.C1(C)C=CC=CC=1.